From a dataset of Full USPTO retrosynthesis dataset with 1.9M reactions from patents (1976-2016). Predict the reactants needed to synthesize the given product. Given the product [CH3:29][O:30][C:31]1[CH:37]=[C:36]([C:38]2[CH2:43][CH2:42][N:41]([CH3:44])[CH2:40][CH:39]=2)[C:35]([N+:45]([O-:47])=[O:46])=[CH:34][C:32]=1[NH:33][C:2]1[N:7]=[C:6]([C:8]2[CH:9]=[N:10][N:11]3[CH:16]=[CH:15][CH:14]=[CH:13][C:12]=23)[CH:5]=[CH:4][N:3]=1, predict the reactants needed to synthesize it. The reactants are: Cl[C:2]1[N:7]=[C:6]([C:8]2[CH:9]=[N:10][N:11]3[CH:16]=[CH:15][CH:14]=[CH:13][C:12]=23)[CH:5]=[CH:4][N:3]=1.O.C1(C)C=CC(S(O)(=O)=O)=CC=1.[CH3:29][O:30][C:31]1[CH:37]=[C:36]([C:38]2[CH2:39][CH2:40][N:41]([CH3:44])[CH2:42][CH:43]=2)[C:35]([N+:45]([O-:47])=[O:46])=[CH:34][C:32]=1[NH2:33].CC(O)CCC.